From a dataset of Full USPTO retrosynthesis dataset with 1.9M reactions from patents (1976-2016). Predict the reactants needed to synthesize the given product. (1) Given the product [F:1][C:2]1[C:3]([NH:28][C@H:29]2[CH2:34][CH2:33][CH2:32][C@@H:31]([NH:35][C:36]3[O:37][CH:38]=[C:39]([C:41]([OH:43])=[O:42])[N:40]=3)[CH2:30]2)=[N:4][C:5]([C:8]2[C:16]3[C:11](=[N:12][CH:13]=[C:14]([F:17])[CH:15]=3)[NH:10][CH:9]=2)=[N:6][CH:7]=1, predict the reactants needed to synthesize it. The reactants are: [F:1][C:2]1[C:3]([NH:28][C@H:29]2[CH2:34][CH2:33][CH2:32][C@@H:31]([NH:35][C:36]3[O:37][CH:38]=[C:39]([C:41]([O:43]C)=[O:42])[N:40]=3)[CH2:30]2)=[N:4][C:5]([C:8]2[C:16]3[C:11](=[N:12][CH:13]=[C:14]([F:17])[CH:15]=3)[N:10](S(C3C=CC(C)=CC=3)(=O)=O)[CH:9]=2)=[N:6][CH:7]=1.[Li+].[OH-]. (2) The reactants are: [C:1]1([S:7]([N:10]2[CH:14]=[CH:13][C:12]([C:15](=[O:17])[CH3:16])=[CH:11]2)(=[O:9])=[O:8])[CH:6]=[CH:5][CH:4]=[CH:3][CH:2]=1.[C:18](OCC)(=[O:24])[C:19]([O:21][CH2:22][CH3:23])=[O:20].C[Si]([N-][Si](C)(C)C)(C)C.[Li+]. Given the product [C:1]1([S:7]([N:10]2[CH:14]=[CH:13][C:12]([C:15](=[O:17])[CH2:16][C:18](=[O:24])[C:19]([O:21][CH2:22][CH3:23])=[O:20])=[CH:11]2)(=[O:8])=[O:9])[CH:6]=[CH:5][CH:4]=[CH:3][CH:2]=1, predict the reactants needed to synthesize it. (3) Given the product [CH3:1][O:2][C:3]1[CH:4]=[CH:5][C:6]([C:7]([NH:20][C:21]2[N:29]=[CH:28][N:27]=[C:26]3[C:22]=2[N:23]=[CH:24][N:25]3[C@H:30]2[O:43][C@@H:42]([CH2:44][O:45][C:46]([C:61]3[CH:62]=[CH:63][CH:64]=[CH:65][CH:66]=3)([C:55]3[CH:56]=[CH:57][CH:58]=[CH:59][CH:60]=3)[C:47]3[CH:48]=[CH:49][C:50]([O:53][CH3:54])=[CH:51][CH:52]=3)[C@H:32]([OH:33])[CH2:31]2)([C:8]2[CH:9]=[CH:10][CH:11]=[CH:12][CH:13]=2)[C:14]2[CH:15]=[CH:16][CH:17]=[CH:18][CH:19]=2)=[CH:67][CH:68]=1, predict the reactants needed to synthesize it. The reactants are: [CH3:1][O:2][C:3]1[CH:68]=[CH:67][C:6]([C:7]([NH:20][C:21]2[N:29]=[CH:28][N:27]=[C:26]3[C:22]=2[N:23]=[CH:24][N:25]3[C@H:30]2[O:43][C@@H:42]([CH2:44][O:45][C:46]([C:61]3[CH:66]=[CH:65][CH:64]=[CH:63][CH:62]=3)([C:55]3[CH:60]=[CH:59][CH:58]=[CH:57][CH:56]=3)[C:47]3[CH:52]=[CH:51][C:50]([O:53][CH3:54])=[CH:49][CH:48]=3)[C@H:32]([O:33]C(=O)C3C=CC=CC=3)[CH2:31]2)([C:14]2[CH:19]=[CH:18][CH:17]=[CH:16][CH:15]=2)[C:8]2[CH:13]=[CH:12][CH:11]=[CH:10][CH:9]=2)=[CH:5][CH:4]=1.C1(P(C2C=CC=CC=2)C2C=CC=CC=2)C=CC=CC=1.C(N(CC)CC)C.C[Sn](C)(C)C. (4) Given the product [C:2]([C:4]1[CH:9]=[CH:8][CH:7]=[CH:6][CH:5]=1)(=[O:3])[CH3:1], predict the reactants needed to synthesize it. The reactants are: [CH3:1][C:2]([C:4]1[CH:9]=[CH:8][C:7](O)=[C:6](OC)[CH:5]=1)=[O:3].C(=O)([O-])[O-].[K+].[K+].COCCl. (5) Given the product [NH3:7].[CH2:1]([N:7]1[CH2:12][CH2:11][C:10]([CH3:25])([C:13]2[CH:18]=[CH:17][CH:16]=[C:15]([C:19]#[CH:20])[CH:14]=2)[CH:9]([CH3:26])[CH2:8]1)[CH2:2][CH2:3][CH2:4][CH2:5][CH3:6], predict the reactants needed to synthesize it. The reactants are: [CH2:1]([N:7]1[CH2:12][CH2:11][C:10]([CH3:25])([C:13]2[CH:18]=[CH:17][CH:16]=[C:15]([C:19]#[C:20][Si](C)(C)C)[CH:14]=2)[CH:9]([CH3:26])[CH2:8]1)[CH2:2][CH2:3][CH2:4][CH2:5][CH3:6].[F-].C([N+](CCCC)(CCCC)CCCC)CCC. (6) Given the product [C:38]([O:37][C:35](=[O:36])[NH:42][C:43]1[CH:44]=[CH:45][C:46]([C:22]2[S:21][C:20]3=[N:19][C:18]([NH:17][C:16]([C@@H:12]4[CH2:13][CH2:14][CH2:15][N:11]4[C:9](=[O:10])[C@@H:8]([NH:7][C:6]([O:5][C:1]([CH3:4])([CH3:3])[CH3:2])=[O:34])[C:28]4[CH:33]=[CH:32][CH:31]=[CH:30][CH:29]=4)=[O:27])=[CH:25][N:24]3[CH:23]=2)=[CH:47][CH:48]=1)([CH3:41])([CH3:39])[CH3:40], predict the reactants needed to synthesize it. The reactants are: [C:1]([O:5][C:6](=[O:34])[NH:7][C@@H:8]([C:28]1[CH:33]=[CH:32][CH:31]=[CH:30][CH:29]=1)[C:9]([N:11]1[CH2:15][CH2:14][CH2:13][C@H:12]1[C:16](=[O:27])[NH:17][C:18]1[N:19]=[C:20]2[N:24]([CH:25]=1)[CH:23]=[C:22](Br)[S:21]2)=[O:10])([CH3:4])([CH3:3])[CH3:2].[C:35]([NH:42][C:43]1[CH:48]=[CH:47][C:46](B2OC(C)(C)C(C)(C)O2)=[CH:45][CH:44]=1)([O:37][C:38]([CH3:41])([CH3:40])[CH3:39])=[O:36]. (7) Given the product [CH2:1]([C:3]1[CH:11]=[C:10]2[C:6]([C:7](=[N:21][NH:20][C:19]3[CH:18]=[CH:17][C:16]([S:22]([NH2:25])(=[O:23])=[O:24])=[CH:15][CH:14]=3)[C:8](=[O:12])[NH:9]2)=[CH:5][CH:4]=1)[CH3:2], predict the reactants needed to synthesize it. The reactants are: [CH2:1]([C:3]1[CH:11]=[C:10]2[C:6]([C:7](=O)[C:8](=[O:12])[NH:9]2)=[CH:5][CH:4]=1)[CH3:2].[CH:14]1[C:19]([NH:20][NH2:21])=[CH:18][CH:17]=[C:16]([S:22]([NH2:25])(=[O:24])=[O:23])[CH:15]=1.Cl.